Dataset: Forward reaction prediction with 1.9M reactions from USPTO patents (1976-2016). Task: Predict the product of the given reaction. Given the reactants F[C:2]1[CH:7]=[CH:6][C:5]([N+:8]([O-:10])=[O:9])=[CH:4][CH:3]=1.[C:11]([C:13]1([C:16]2[CH:17]=[C:18]([CH:30]=[CH:31][CH:32]=2)[C:19]([NH:21][C:22]2[CH:27]=[C:26]([OH:28])[CH:25]=[CH:24][C:23]=2[CH3:29])=[O:20])[CH2:15][CH2:14]1)#[N:12].C(=O)([O-])[O-].[K+].[K+], predict the reaction product. The product is: [C:11]([C:13]1([C:16]2[CH:17]=[C:18]([CH:30]=[CH:31][CH:32]=2)[C:19]([NH:21][C:22]2[CH:27]=[C:26]([O:28][C:2]3[CH:7]=[CH:6][C:5]([N+:8]([O-:10])=[O:9])=[CH:4][CH:3]=3)[CH:25]=[CH:24][C:23]=2[CH3:29])=[O:20])[CH2:15][CH2:14]1)#[N:12].